Dataset: Forward reaction prediction with 1.9M reactions from USPTO patents (1976-2016). Task: Predict the product of the given reaction. Given the reactants [Cl:1][C:2]1[CH:3]=[C:4]([C:11]([NH:13][CH2:14][C:15]2[CH:20]=[CH:19][C:18]([C:21]#[N:22])=[CH:17][C:16]=2[O:23][CH2:24][C:25](=[O:28])[NH:26][CH3:27])=[O:12])[CH:5]=[C:6]([CH:10]=1)[C:7](O)=[O:8].[NH:29]1[CH2:34][CH2:33][O:32][CH2:31][CH2:30]1, predict the reaction product. The product is: [Cl:1][C:2]1[CH:3]=[C:4]([CH:5]=[C:6]([C:7]([N:29]2[CH2:34][CH2:33][O:32][CH2:31][CH2:30]2)=[O:8])[CH:10]=1)[C:11]([NH:13][CH2:14][C:15]1[CH:20]=[CH:19][C:18]([C:21]#[N:22])=[CH:17][C:16]=1[O:23][CH2:24][C:25](=[O:28])[NH:26][CH3:27])=[O:12].